This data is from Reaction yield outcomes from USPTO patents with 853,638 reactions. The task is: Predict the reaction yield, written as a fraction of the theoretical maximum amount of product (1.0 means a 100% yield; for example, 0.34 means a 34% yield). The yield is 0.420. The product is [F:16][C:11]1[CH:12]=[CH:13][CH:14]=[CH:15][C:10]=1[CH2:9][NH:8][C:6]1[C:5]([F:17])=[CH:4][N:3]=[C:2]([O:24][CH2:23][C:22]2[CH:25]=[CH:26][C:19]([F:18])=[CH:20][CH:21]=2)[N:7]=1. The reactants are Cl[C:2]1[N:7]=[C:6]([NH:8][CH2:9][C:10]2[CH:15]=[CH:14][CH:13]=[CH:12][C:11]=2[F:16])[C:5]([F:17])=[CH:4][N:3]=1.[F:18][C:19]1[CH:26]=[CH:25][C:22]([CH2:23][OH:24])=[CH:21][CH:20]=1.CC([O-])(C)C.[K+].CC(O)(C)C. The catalyst is C1COCC1.